Dataset: Catalyst prediction with 721,799 reactions and 888 catalyst types from USPTO. Task: Predict which catalyst facilitates the given reaction. Reactant: C([NH:5][S:6]([C:9]1[CH:14]=[CH:13][C:12]([C:15]2[N:16]=[CH:17][N:18]([C:20]3[N:25]=[C:24]([C:26]([F:29])([F:28])[F:27])[CH:23]=[C:22]([C:30]4[CH:35]=[CH:34][C:33]([C:36]([F:39])([F:38])[F:37])=[C:32]([CH3:40])[CH:31]=4)[N:21]=3)[CH:19]=2)=[CH:11][CH:10]=1)(=[O:8])=[O:7])(C)(C)C.C(O)(C(F)(F)F)=O. Product: [CH3:40][C:32]1[CH:31]=[C:30]([C:22]2[CH:23]=[C:24]([C:26]([F:27])([F:28])[F:29])[N:25]=[C:20]([N:18]3[CH:19]=[C:15]([C:12]4[CH:13]=[CH:14][C:9]([S:6]([NH2:5])(=[O:8])=[O:7])=[CH:10][CH:11]=4)[N:16]=[CH:17]3)[N:21]=2)[CH:35]=[CH:34][C:33]=1[C:36]([F:39])([F:38])[F:37]. The catalyst class is: 4.